Task: Regression. Given two drug SMILES strings and cell line genomic features, predict the synergy score measuring deviation from expected non-interaction effect.. Dataset: NCI-60 drug combinations with 297,098 pairs across 59 cell lines (1) Cell line: RXF 393. Drug 2: C1=NNC2=C1C(=O)NC=N2. Synergy scores: CSS=-0.181, Synergy_ZIP=7.75, Synergy_Bliss=-1.10, Synergy_Loewe=-0.872, Synergy_HSA=-2.15. Drug 1: C1C(C(OC1N2C=NC3=C(N=C(N=C32)Cl)N)CO)O. (2) Drug 1: CN1C2=C(C=C(C=C2)N(CCCl)CCCl)N=C1CCCC(=O)O.Cl. Drug 2: CN(CCCl)CCCl.Cl. Cell line: SW-620. Synergy scores: CSS=34.1, Synergy_ZIP=-8.65, Synergy_Bliss=1.15, Synergy_Loewe=-34.7, Synergy_HSA=-0.483. (3) Drug 1: C1C(C(OC1N2C=NC3=C(N=C(N=C32)Cl)N)CO)O. Drug 2: CC(C)(C#N)C1=CC(=CC(=C1)CN2C=NC=N2)C(C)(C)C#N. Cell line: SF-539. Synergy scores: CSS=8.66, Synergy_ZIP=-4.15, Synergy_Bliss=-5.53, Synergy_Loewe=-6.69, Synergy_HSA=-4.80. (4) Drug 1: C1=CC=C(C(=C1)C(C2=CC=C(C=C2)Cl)C(Cl)Cl)Cl. Drug 2: CC1C(C(CC(O1)OC2CC(CC3=C2C(=C4C(=C3O)C(=O)C5=CC=CC=C5C4=O)O)(C(=O)C)O)N)O. Cell line: MDA-MB-435. Synergy scores: CSS=72.1, Synergy_ZIP=-11.2, Synergy_Bliss=-6.86, Synergy_Loewe=-5.13, Synergy_HSA=-2.67. (5) Drug 1: CC(CN1CC(=O)NC(=O)C1)N2CC(=O)NC(=O)C2. Drug 2: C1=NC2=C(N1)C(=S)N=CN2. Cell line: SN12C. Synergy scores: CSS=27.4, Synergy_ZIP=-11.6, Synergy_Bliss=-9.90, Synergy_Loewe=-8.93, Synergy_HSA=-6.89. (6) Drug 1: CCC1=CC2CC(C3=C(CN(C2)C1)C4=CC=CC=C4N3)(C5=C(C=C6C(=C5)C78CCN9C7C(C=CC9)(C(C(C8N6C)(C(=O)OC)O)OC(=O)C)CC)OC)C(=O)OC.C(C(C(=O)O)O)(C(=O)O)O. Drug 2: CCCS(=O)(=O)NC1=C(C(=C(C=C1)F)C(=O)C2=CNC3=C2C=C(C=N3)C4=CC=C(C=C4)Cl)F. Cell line: CCRF-CEM. Synergy scores: CSS=36.3, Synergy_ZIP=1.55, Synergy_Bliss=5.25, Synergy_Loewe=-36.1, Synergy_HSA=3.74. (7) Synergy scores: CSS=13.9, Synergy_ZIP=-4.03, Synergy_Bliss=0.290, Synergy_Loewe=-5.93, Synergy_HSA=-4.60. Drug 2: N.N.Cl[Pt+2]Cl. Drug 1: C1=CC(=CC=C1C#N)C(C2=CC=C(C=C2)C#N)N3C=NC=N3. Cell line: HCC-2998.